This data is from Peptide-MHC class I binding affinity with 185,985 pairs from IEDB/IMGT. The task is: Regression. Given a peptide amino acid sequence and an MHC pseudo amino acid sequence, predict their binding affinity value. This is MHC class I binding data. (1) The binding affinity (normalized) is 0.136. The peptide sequence is LMKQKCLKGW. The MHC is Mamu-B17 with pseudo-sequence Mamu-B17. (2) The peptide sequence is CRTAFKPVL. The MHC is HLA-A02:06 with pseudo-sequence HLA-A02:06. The binding affinity (normalized) is 0.0847. (3) The peptide sequence is ETVNFVPNY. The MHC is HLA-A25:01 with pseudo-sequence HLA-A25:01. The binding affinity (normalized) is 0.808. (4) The peptide sequence is NVTVTHSV. The MHC is HLA-A02:06 with pseudo-sequence HLA-A02:06. The binding affinity (normalized) is 0.0912.